Dataset: Forward reaction prediction with 1.9M reactions from USPTO patents (1976-2016). Task: Predict the product of the given reaction. (1) The product is: [CH3:1][O:2][C:3](=[O:30])[CH:4]=[CH:5][CH:6]([NH2:22])[CH2:7][C:8]1[CH:13]=[CH:12][C:11]([O:14][CH2:15][C:16]2[CH:17]=[CH:18][CH:19]=[CH:20][CH:21]=2)=[CH:10][CH:9]=1. Given the reactants [CH3:1][O:2][C:3](=[O:30])[CH:4]=[CH:5][C@H:6]([NH:22]C(OC(C)(C)C)=O)[CH2:7][C:8]1[CH:13]=[CH:12][C:11]([O:14][CH2:15][C:16]2[CH:21]=[CH:20][CH:19]=[CH:18][CH:17]=2)=[CH:10][CH:9]=1, predict the reaction product. (2) Given the reactants Cl[P:2]([O:5][C:6]1[CH:11]=[CH:10][CH:9]=[CH:8][C:7]=1[CH2:12][CH2:13][C:14]([O:16][CH3:17])=[O:15])(Cl)=[O:3].[ClH:18].[CH3:19][O:20][C:21](=[O:25])[C@H:22]([CH3:24])[NH2:23].[CH2:26](N(CC)CC)C.C1COCC1, predict the reaction product. The product is: [Cl:18][C:8]1[C:7]([CH2:12][CH2:13][C:14]([O:16][CH3:17])=[O:15])=[C:6]([CH:11]=[CH:10][CH:9]=1)[O:5][P:2](=[N:23][C@H:22]([CH3:24])[C:21]([O:20][CH2:19][CH3:26])=[O:25])=[O:3]. (3) Given the reactants [CH3:1][C:2]1([CH3:26])[CH:11]=[CH:10][C:9]2[N:8]=[CH:7][N:6]=[C:5]([N:12]3[CH2:18][C:17]4[CH:19]=[C:20](B(O)O)[CH:21]=[CH:22][C:16]=4[O:15][CH2:14][CH2:13]3)[C:4]=2[CH2:3]1.CC([N:31]([C@@H:35]1[CH2:39][CH2:38][N:37]([S:40]([C:43]2[C:44]([NH2:50])=[N:45][CH:46]=[C:47](Br)[CH:48]=2)(=[O:42])=[O:41])[CH2:36]1)C(=O)[O-])(C)C, predict the reaction product. The product is: [NH2:31][C@@H:35]1[CH2:39][CH2:38][N:37]([S:40]([C:43]2[C:44]([NH2:50])=[N:45][CH:46]=[C:47]([C:20]3[CH:21]=[CH:22][C:16]4[O:15][CH2:14][CH2:13][N:12]([C:5]5[C:4]6[CH2:3][C:2]([CH3:1])([CH3:26])[CH:11]=[CH:10][C:9]=6[N:8]=[CH:7][N:6]=5)[CH2:18][C:17]=4[CH:19]=3)[CH:48]=2)(=[O:41])=[O:42])[CH2:36]1. (4) Given the reactants [Br:1][C:2]1[CH:3]=[C:4]2[C:9](=[CH:10][CH:11]=1)[N:8]=[CH:7][CH:6]=[C:5]2O.P(Cl)(Cl)([Cl:15])=O, predict the reaction product. The product is: [Br:1][C:2]1[CH:3]=[C:4]2[C:9](=[CH:10][CH:11]=1)[N:8]=[CH:7][CH:6]=[C:5]2[Cl:15].